The task is: Regression. Given two drug SMILES strings and cell line genomic features, predict the synergy score measuring deviation from expected non-interaction effect.. This data is from NCI-60 drug combinations with 297,098 pairs across 59 cell lines. (1) Drug 1: CC1=CC2C(CCC3(C2CCC3(C(=O)C)OC(=O)C)C)C4(C1=CC(=O)CC4)C. Drug 2: C1=C(C(=O)NC(=O)N1)F. Cell line: T-47D. Synergy scores: CSS=31.8, Synergy_ZIP=-5.41, Synergy_Bliss=-5.87, Synergy_Loewe=-1.49, Synergy_HSA=0.643. (2) Drug 1: CCCCCOC(=O)NC1=NC(=O)N(C=C1F)C2C(C(C(O2)C)O)O. Drug 2: CCN(CC)CCNC(=O)C1=C(NC(=C1C)C=C2C3=C(C=CC(=C3)F)NC2=O)C. Cell line: MDA-MB-435. Synergy scores: CSS=2.43, Synergy_ZIP=1.38, Synergy_Bliss=2.57, Synergy_Loewe=-3.07, Synergy_HSA=-1.49. (3) Drug 1: C1CCC(CC1)NC(=O)N(CCCl)N=O. Drug 2: C(=O)(N)NO. Cell line: K-562. Synergy scores: CSS=33.4, Synergy_ZIP=3.24, Synergy_Bliss=4.66, Synergy_Loewe=-7.81, Synergy_HSA=3.14. (4) Drug 2: CCC1=C2CN3C(=CC4=C(C3=O)COC(=O)C4(CC)O)C2=NC5=C1C=C(C=C5)O. Cell line: SK-MEL-5. Synergy scores: CSS=10.1, Synergy_ZIP=7.36, Synergy_Bliss=8.61, Synergy_Loewe=-21.0, Synergy_HSA=-0.887. Drug 1: CC1=C(C=C(C=C1)C(=O)NC2=CC(=CC(=C2)C(F)(F)F)N3C=C(N=C3)C)NC4=NC=CC(=N4)C5=CN=CC=C5. (5) Drug 1: CC1OCC2C(O1)C(C(C(O2)OC3C4COC(=O)C4C(C5=CC6=C(C=C35)OCO6)C7=CC(=C(C(=C7)OC)O)OC)O)O. Drug 2: CN1C(=O)N2C=NC(=C2N=N1)C(=O)N. Cell line: NCIH23. Synergy scores: CSS=49.3, Synergy_ZIP=-3.78, Synergy_Bliss=-3.23, Synergy_Loewe=-41.8, Synergy_HSA=-4.55. (6) Drug 1: C1CC(=O)NC(=O)C1N2CC3=C(C2=O)C=CC=C3N. Drug 2: CN(CC1=CN=C2C(=N1)C(=NC(=N2)N)N)C3=CC=C(C=C3)C(=O)NC(CCC(=O)O)C(=O)O. Cell line: OVCAR3. Synergy scores: CSS=34.1, Synergy_ZIP=-6.65, Synergy_Bliss=-4.37, Synergy_Loewe=-4.77, Synergy_HSA=-2.58. (7) Drug 1: CCC(=C(C1=CC=CC=C1)C2=CC=C(C=C2)OCCN(C)C)C3=CC=CC=C3.C(C(=O)O)C(CC(=O)O)(C(=O)O)O. Drug 2: C(CN)CNCCSP(=O)(O)O. Cell line: UACC62. Synergy scores: CSS=10.1, Synergy_ZIP=-3.80, Synergy_Bliss=-2.76, Synergy_Loewe=-16.9, Synergy_HSA=-6.13.